From a dataset of Full USPTO retrosynthesis dataset with 1.9M reactions from patents (1976-2016). Predict the reactants needed to synthesize the given product. (1) Given the product [Cl:30][C:6]1[C:7]2[N:8]=[C:9]([C:10]3[CH:11]=[CH:12][C:13]([F:16])=[CH:14][CH:15]=3)[O:17][C:2]=2[N:3]=[CH:4][N:5]=1, predict the reactants needed to synthesize it. The reactants are: O[C:2]1[C:7]([NH:8][C:9](=[O:17])[C:10]2[CH:15]=[CH:14][C:13]([F:16])=[CH:12][CH:11]=2)=[C:6](O)[N:5]=[CH:4][N:3]=1.C(N(C(C)C)CC)(C)C.O=P(Cl)(Cl)[Cl:30]. (2) The reactants are: [NH:1]1[CH2:5][CH2:4][CH2:3][C@@H:2]1[CH2:6][OH:7].O.C(=O)([O-])O.[Na+].Cl[C:15]([O:17][CH2:18][C:19]1[CH:24]=[CH:23][CH:22]=[CH:21][CH:20]=1)=[O:16]. Given the product [OH:7][CH2:6][C@H:2]1[CH2:3][CH2:4][CH2:5][N:1]1[C:15]([O:17][CH2:18][C:19]1[CH:24]=[CH:23][CH:22]=[CH:21][CH:20]=1)=[O:16], predict the reactants needed to synthesize it. (3) Given the product [Cl:26][C:22]1[CH:21]=[C:20]([CH:27]([O:30][CH3:31])[CH2:28][OH:29])[C:19]([Cl:32])=[C:18]2[C:23]=1[CH2:24][CH2:25][N:16]([CH2:15][C:14]1[C:9](=[O:8])[NH:10][C:11]([CH3:35])=[CH:12][C:13]=1[CH3:34])[C:17]2=[O:33], predict the reactants needed to synthesize it. The reactants are: C([O:8][C:9]1[C:14]([CH2:15][N:16]2[CH2:25][CH2:24][C:23]3[C:18](=[C:19]([Cl:32])[C:20]([CH:27]([O:30][CH3:31])[CH2:28][OH:29])=[CH:21][C:22]=3[Cl:26])[C:17]2=[O:33])=[C:13]([CH3:34])[CH:12]=[C:11]([CH3:35])[N:10]=1)C1C=CC=CC=1.CO.C(=O)([O-])[O-].[K+].[K+]. (4) Given the product [C:21]1([CH2:20][O:19][C:16]2[CH:15]=[CH:14][C:13]([CH2:12][C@@H:11]([C:27]([OH:29])=[O:28])[NH2:10])=[CH:18][CH:17]=2)[CH:22]=[CH:23][CH:24]=[CH:25][CH:26]=1, predict the reactants needed to synthesize it. The reactants are: [H-].[Na+].C(OC([NH:10][C@H:11]([C:27]([OH:29])=[O:28])[CH2:12][C:13]1[CH:18]=[CH:17][C:16]([O:19][CH2:20][C:21]2[CH:26]=[CH:25][CH:24]=[CH:23][CH:22]=2)=[CH:15][CH:14]=1)=O)(C)(C)C.CI.Cl.CCOCC. (5) Given the product [CH2:1]([C:5]1[S:9][C:8]([S:10]([NH2:13])(=[O:12])=[O:11])=[C:7]([C:18]2[CH:23]=[CH:22][C:21]([CH2:24][N:25]3[N:29]=[N:28][CH:27]=[N:26]3)=[CH:20][CH:19]=2)[CH:6]=1)[CH:2]([CH3:4])[CH3:3], predict the reactants needed to synthesize it. The reactants are: [CH2:1]([C:5]1[S:9][C:8]([S:10]([NH:13]C(C)(C)C)(=[O:12])=[O:11])=[C:7]([C:18]2[CH:23]=[CH:22][C:21]([CH2:24][N:25]3[N:29]=[N:28][CH:27]=[N:26]3)=[CH:20][CH:19]=2)[CH:6]=1)[CH:2]([CH3:4])[CH3:3].B(Cl)(Cl)Cl.O. (6) The reactants are: [NH:1]1[CH2:6][CH2:5][CH:4]([N:7]2[CH:11]=[C:10]([C:12]3[CH:17]=[N:16][N:15]4[C:18]([C:21]5[CH:22]=[C:23]([NH:27][C:28]([NH:30][CH2:31][C:32]([F:35])([F:34])[F:33])=[O:29])[CH:24]=[CH:25][CH:26]=5)=[CH:19][N:20]=[C:14]4[CH:13]=3)[CH:9]=[N:8]2)[CH2:3][CH2:2]1.[N:36]([C:39]1[CH:40]=[N:41][CH:42]=[CH:43][CH:44]=1)=[C:37]=[O:38]. Given the product [N:41]1[CH:42]=[CH:43][CH:44]=[C:39]([NH:36][C:37]([N:1]2[CH2:6][CH2:5][CH:4]([N:7]3[CH:11]=[C:10]([C:12]4[CH:17]=[N:16][N:15]5[C:18]([C:21]6[CH:26]=[CH:25][CH:24]=[C:23]([NH:27][C:28]([NH:30][CH2:31][C:32]([F:33])([F:35])[F:34])=[O:29])[CH:22]=6)=[CH:19][N:20]=[C:14]5[CH:13]=4)[CH:9]=[N:8]3)[CH2:3][CH2:2]2)=[O:38])[CH:40]=1, predict the reactants needed to synthesize it. (7) Given the product [Cl:1][C:2]1[CH:7]=[CH:6][C:5]([NH:8][C:24](=[O:25])[C:23]2[CH:27]=[CH:28][C:20]([CH3:19])=[CH:21][CH:22]=2)=[CH:4][C:3]=1[C:9]1[O:10][C:11]2[CH:17]=[CH:16][C:15]([CH3:18])=[CH:14][C:12]=2[N:13]=1, predict the reactants needed to synthesize it. The reactants are: [Cl:1][C:2]1[CH:7]=[CH:6][C:5]([NH2:8])=[CH:4][C:3]=1[C:9]1[O:10][C:11]2[CH:17]=[CH:16][C:15]([CH3:18])=[CH:14][C:12]=2[N:13]=1.[CH3:19][C:20]1[CH:28]=[CH:27][C:23]([C:24](Cl)=[O:25])=[CH:22][CH:21]=1. (8) Given the product [C:11]([O:10][C:8](=[O:9])[NH:1][C:2]([C:5](=[O:7])[NH:69][C@H:58]([CH2:59][C:60]1[C:68]2[C:63](=[CH:64][CH:65]=[CH:66][CH:67]=2)[NH:62][CH:61]=1)[C:57]([N:53]1[CH2:54][CH2:55][CH2:56][C@@:51]([CH2:71][C:72]2[CH:77]=[CH:76][CH:75]=[CH:74][CH:73]=2)([C:49]([N:48]([CH3:78])[N:47]([CH3:79])[CH3:46])=[O:50])[CH2:52]1)=[O:70])([CH3:3])[CH3:4])([CH3:14])([CH3:13])[CH3:12], predict the reactants needed to synthesize it. The reactants are: [NH:1]([C:8]([O:10][C:11]([CH3:14])([CH3:13])[CH3:12])=[O:9])[C:2]([C:5]([OH:7])=O)([CH3:4])[CH3:3].ON1C2N=CC=CC=2N=N1.Cl.C(N=C=NCCCN(C)C)C.C(N(C(C)C)CC)(C)C.[CH3:46][N:47]([CH3:79])[N:48]([CH3:78])[C:49]([C@@:51]1([CH2:71][C:72]2[CH:77]=[CH:76][CH:75]=[CH:74][CH:73]=2)[CH2:56][CH2:55][CH2:54][N:53]([C:57](=[O:70])[C@H:58]([NH2:69])[CH2:59][C:60]2[C:68]3[C:63](=[CH:64][CH:65]=[CH:66][CH:67]=3)[NH:62][CH:61]=2)[CH2:52]1)=[O:50].CN(C)N(C)C([C@]1(CC2C=CC=CC=2)CCCN(C(=O)[C@H](N)CC2C3C(=CC=CC=3)NC=2)C1)=O. (9) Given the product [OH:1][C:2]1[CH:10]=[CH:9][C:5]([C:6]([NH:22][CH:13]([CH3:12])[CH2:14][CH2:15][C:16]2[CH:21]=[CH:20][CH:19]=[CH:18][CH:17]=2)=[O:8])=[CH:4][C:3]=1[CH3:11], predict the reactants needed to synthesize it. The reactants are: [OH:1][C:2]1[CH:10]=[CH:9][C:5]([C:6]([OH:8])=O)=[CH:4][C:3]=1[CH3:11].[CH3:12][CH:13]([NH2:22])[CH2:14][CH2:15][C:16]1[CH:21]=[CH:20][CH:19]=[CH:18][CH:17]=1. (10) Given the product [CH2:15]([C:12]1[NH:13][N:14]=[C:10]([NH:9][C:6]2[CH:5]=[CH:4][N:3]=[C:2]([Cl:1])[N:7]=2)[CH:11]=1)[CH3:16], predict the reactants needed to synthesize it. The reactants are: [Cl:1][C:2]1[N:7]=[C:6](Cl)[CH:5]=[CH:4][N:3]=1.[NH2:9][C:10]1[NH:14][N:13]=[C:12]([CH2:15][CH3:16])[CH:11]=1.C(N(CC)C(C)C)(C)C.